This data is from Peptide-MHC class II binding affinity with 134,281 pairs from IEDB. The task is: Regression. Given a peptide amino acid sequence and an MHC pseudo amino acid sequence, predict their binding affinity value. This is MHC class II binding data. The peptide sequence is AHGIPKVPPGPNITA. The MHC is DRB1_1101 with pseudo-sequence DRB1_1101. The binding affinity (normalized) is 0.